This data is from Catalyst prediction with 721,799 reactions and 888 catalyst types from USPTO. The task is: Predict which catalyst facilitates the given reaction. Reactant: Cl[C:2]1[N:7]=[C:6]([N:8]2[CH2:13][CH2:12][C@@H:11]([CH3:14])[C@@H:10]([N:15]3[C:19]4=[C:20]5[CH:26]=[CH:25][NH:24][C:21]5=[N:22][CH:23]=[C:18]4[NH:17][C:16]3=[O:27])[CH2:9]2)[CH:5]=[CH:4][N:3]=1.[C-]#N.[Na+].[N:31]12CCN(CC1)C[CH2:32]2.O. Product: [CH3:14][C@@H:11]1[CH2:12][CH2:13][N:8]([C:6]2[CH:5]=[CH:4][N:3]=[C:2]([C:32]#[N:31])[N:7]=2)[CH2:9][C@@H:10]1[N:15]1[C:19]2=[C:20]3[CH:26]=[CH:25][NH:24][C:21]3=[N:22][CH:23]=[C:18]2[NH:17][C:16]1=[O:27]. The catalyst class is: 16.